This data is from Full USPTO retrosynthesis dataset with 1.9M reactions from patents (1976-2016). The task is: Predict the reactants needed to synthesize the given product. (1) Given the product [NH3:22].[CH2:17]([C:21]1[S:30][C:29]2[NH:28][C:27]3[CH:31]=[CH:32][CH:33]=[CH:34][C:26]=3[N:25]=[C:24]([N:35]3[CH2:40][CH2:39][N:38]([CH3:1])[C@@H:37]([CH2:41][CH2:42][C:43]4[CH:44]=[CH:45][CH:46]=[CH:47][CH:48]=4)[CH2:36]3)[C:23]=2[N:22]=1)[CH2:18][CH2:19][CH3:20], predict the reactants needed to synthesize it. The reactants are: [C:1](O[BH-](OC(=O)C)OC(=O)C)(=O)C.[Na+].C=O.[CH2:17]([C:21]1[S:30][C:29]2[NH:28][C:27]3[CH:31]=[CH:32][CH:33]=[CH:34][C:26]=3[N:25]=[C:24]([N:35]3[CH2:40][CH2:39][NH:38][C@@H:37]([CH2:41][CH2:42][C:43]4[CH:48]=[CH:47][CH:46]=[CH:45][CH:44]=4)[CH2:36]3)[C:23]=2[N:22]=1)[CH2:18][CH2:19][CH3:20]. (2) Given the product [Cl:27][C:26]1[C:21]([N:7]([CH2:6][C:5]2[CH:32]=[CH:33][C:2]([C:39]3[CH:40]=[N:41][C:36]([O:35][CH3:34])=[CH:37][CH:38]=3)=[CH:3][CH:4]=2)[S:8]([C:11]2[CH:20]=[CH:19][C:14]([C:15]([OH:17])=[O:16])=[CH:13][CH:12]=2)(=[O:10])=[O:9])=[N:22][CH:23]=[C:24]([C:28]([F:31])([F:29])[F:30])[CH:25]=1, predict the reactants needed to synthesize it. The reactants are: Br[C:2]1[CH:33]=[CH:32][C:5]([CH2:6][N:7]([C:21]2[C:26]([Cl:27])=[CH:25][C:24]([C:28]([F:31])([F:30])[F:29])=[CH:23][N:22]=2)[S:8]([C:11]2[CH:20]=[CH:19][C:14]([C:15]([O:17]C)=[O:16])=[CH:13][CH:12]=2)(=[O:10])=[O:9])=[CH:4][CH:3]=1.[CH3:34][O:35][C:36]1[N:41]=[CH:40][C:39](B(O)O)=[CH:38][CH:37]=1. (3) Given the product [ClH:27].[CH3:23][C:15]1[N:14]([CH2:24][CH2:25][CH3:26])[C:13]2[C:17](=[CH:18][C:19]3[CH:20]4[CH2:22][CH:10]([C:11]=3[CH:12]=2)[CH2:9][NH:8][CH2:21]4)[N:16]=1, predict the reactants needed to synthesize it. The reactants are: C(OC([N:8]1[CH2:21][CH:20]2[CH2:22][CH:10]([C:11]3[CH:12]=[C:13]4[C:17](=[CH:18][C:19]=32)[N:16]=[C:15]([CH3:23])[N:14]4[CH2:24][CH2:25][CH3:26])[CH2:9]1)=O)(C)(C)C.[ClH:27].CCOC(C)=O. (4) The reactants are: [F:1][C:2]1[CH:3]=[C:4]([CH:16]=[C:17]([O:19][C:20]2[CH:25]=[CH:24][CH:23]=[CH:22][CH:21]=2)[CH:18]=1)[CH2:5][O:6][C:7]12[CH2:13][C:10]([CH2:14]O)([CH2:11][CH2:12]1)[CH2:9][CH2:8]2.C(Br)(Br)(Br)[Br:27].C1C=CC(P(C2C=CC=CC=2)C2C=CC=CC=2)=CC=1. Given the product [Br:27][CH2:14][C:10]12[CH2:13][C:7]([O:6][CH2:5][C:4]3[CH:16]=[C:17]([O:19][C:20]4[CH:25]=[CH:24][CH:23]=[CH:22][CH:21]=4)[CH:18]=[C:2]([F:1])[CH:3]=3)([CH2:12][CH2:11]1)[CH2:8][CH2:9]2, predict the reactants needed to synthesize it. (5) Given the product [CH:7]([C@H:4]1[NH:3][C:12](=[O:13])[CH2:11][O:6][CH2:5]1)([CH3:9])[CH3:8], predict the reactants needed to synthesize it. The reactants are: [H-].[Na+].[NH2:3][C@H:4]([CH:7]([CH3:9])[CH3:8])[CH2:5][OH:6].Cl[CH2:11][C:12](OCC)=[O:13].[Cl-].[NH4+].